Dataset: Peptide-MHC class I binding affinity with 185,985 pairs from IEDB/IMGT. Task: Regression. Given a peptide amino acid sequence and an MHC pseudo amino acid sequence, predict their binding affinity value. This is MHC class I binding data. (1) The peptide sequence is IVITGIKAV. The MHC is H-2-Kb with pseudo-sequence H-2-Kb. The binding affinity (normalized) is 0.708. (2) The peptide sequence is YFTFGDTALY. The MHC is HLA-A33:01 with pseudo-sequence HLA-A33:01. The binding affinity (normalized) is 0.00919.